This data is from Catalyst prediction with 721,799 reactions and 888 catalyst types from USPTO. The task is: Predict which catalyst facilitates the given reaction. (1) Reactant: [NH2:1][C:2]1[CH:10]=[C:9]([O:11][CH3:12])[CH:8]=[CH:7][C:3]=1[C:4]([OH:6])=[O:5].[Br:13]Br. Product: [NH2:1][C:2]1[CH:10]=[C:9]([O:11][CH3:12])[C:8]([Br:13])=[CH:7][C:3]=1[C:4]([OH:6])=[O:5]. The catalyst class is: 15. (2) Reactant: Cl[CH2:2][C:3]1[CH:4]=[C:5]([CH:15]=[CH:16][CH:17]=1)[C:6]([NH:8][CH:9]1[CH2:12][C:11]([F:14])([F:13])[CH2:10]1)=[O:7].[N:18]1([C:24]([O:26][C:27]([CH3:30])([CH3:29])[CH3:28])=[O:25])[CH2:23][CH2:22][NH:21][CH2:20][CH2:19]1.C(=O)([O-])[O-].[K+].[K+].[I-].[Na+]. Product: [F:13][C:11]1([F:14])[CH2:12][CH:9]([NH:8][C:6]([C:5]2[CH:4]=[C:3]([CH:17]=[CH:16][CH:15]=2)[CH2:2][N:21]2[CH2:20][CH2:19][N:18]([C:24]([O:26][C:27]([CH3:30])([CH3:29])[CH3:28])=[O:25])[CH2:23][CH2:22]2)=[O:7])[CH2:10]1. The catalyst class is: 10.